Dataset: Reaction yield outcomes from USPTO patents with 853,638 reactions. Task: Predict the reaction yield, written as a fraction of the theoretical maximum amount of product (1.0 means a 100% yield; for example, 0.34 means a 34% yield). (1) The reactants are Br[CH2:2][C:3]1[S:4][CH:5]=[CH:6][C:7]=1[C:8]#[N:9].[C-:10]#[N:11].[Na+].O. The catalyst is C1(C)C=CC=CC=1.C(OCC)(=O)C. The product is [C:10]([CH2:2][C:3]1[S:4][CH:5]=[CH:6][C:7]=1[C:8]#[N:9])#[N:11]. The yield is 0.430. (2) The reactants are [Br:1][C:2]1[CH:10]=[CH:9][CH:8]=[CH:7][C:3]=1[C:4](Cl)=[O:5].[NH2:11][C:12]1[CH:21]=[C:20]2[C:15]([CH:16]=[C:17]([C:22]([O:24][CH2:25][CH3:26])=[O:23])[CH:18]=[N:19]2)=[CH:14][CH:13]=1.N1C=CC=CC=1. The catalyst is C(Cl)(Cl)Cl. The product is [CH2:25]([O:24][C:22]([C:17]1[CH:18]=[N:19][C:20]2[C:15]([CH:16]=1)=[CH:14][CH:13]=[C:12]([NH:11][C:4](=[O:5])[C:3]1[CH:7]=[CH:8][CH:9]=[CH:10][C:2]=1[Br:1])[CH:21]=2)=[O:23])[CH3:26]. The yield is 0.500. (3) The reactants are [F:1][C:2]1[CH:7]=[CH:6][C:5]([CH2:8][C:9](=O)[CH3:10])=[C:4]([N+:12]([O-])=O)[CH:3]=1.[C]=O. The catalyst is C1([Fe](=C=O)=C=O)C=CC=C1.C1(C)C=CC=CC=1. The product is [F:1][C:2]1[CH:3]=[C:4]2[C:5]([CH:8]=[C:9]([CH3:10])[NH:12]2)=[CH:6][CH:7]=1. The yield is 0.950. (4) The reactants are [N+:1]([C:4]1[CH:13]=[C:12]2[C:7]([CH2:8][CH2:9][CH2:10][CH:11]2[OH:14])=[CH:6][CH:5]=1)([O-])=O. The catalyst is CO. The product is [NH2:1][C:4]1[CH:13]=[C:12]2[C:7]([CH2:8][CH2:9][CH2:10][CH:11]2[OH:14])=[CH:6][CH:5]=1. The yield is 0.950. (5) The reactants are [CH2:1]([N:7]([CH2:21][CH2:22][CH2:23][CH2:24][CH2:25][CH3:26])[S:8]([C:11]1[CH:20]=[CH:19][C:14]2[N:15]=[C:16]([CH3:18])[S:17][C:13]=2[CH:12]=1)(=[O:10])=[O:9])[CH2:2][CH2:3][CH2:4][CH2:5][CH3:6].[CH3:27][O:28][S:29]([C:32]1[CH:37]=[CH:36][C:35]([CH3:38])=[CH:34][CH:33]=1)(=[O:31])=[O:30].CCCCCC. The catalyst is C(OCC)(=O)C. The product is [S:29]([C:32]1[CH:37]=[CH:36][C:35]([CH3:38])=[CH:34][CH:33]=1)([O-:31])(=[O:30])=[O:28].[CH2:21]([N:7]([CH2:1][CH2:2][CH2:3][CH2:4][CH2:5][CH3:6])[S:8]([C:11]1[CH:20]=[CH:19][C:14]2[N+:15]([CH3:27])=[C:16]([CH3:18])[S:17][C:13]=2[CH:12]=1)(=[O:10])=[O:9])[CH2:22][CH2:23][CH2:24][CH2:25][CH3:26]. The yield is 0.780. (6) The reactants are Br[C:2]1[CH:3]=[C:4]([NH:10][C:11]2[CH:15]=[C:14]([CH2:16][CH3:17])[NH:13][N:12]=2)[C:5](=[O:9])[N:6]([CH3:8])[CH:7]=1.[C:18]([O:21][CH2:22][C:23]1[C:28](B2OC(C)(C)C(C)(C)O2)=[CH:27][CH:26]=[CH:25][C:24]=1[N:38]1[CH2:50][CH2:49][N:41]2[C:42]3[CH2:43][CH2:44][CH2:45][CH2:46][C:47]=3[CH:48]=[C:40]2[C:39]1=[O:51])(=[O:20])[CH3:19]. The catalyst is C([O-])([O-])=O.[Na+].[Na+].COCCOC.C1C=CC([P]([Pd]([P](C2C=CC=CC=2)(C2C=CC=CC=2)C2C=CC=CC=2)([P](C2C=CC=CC=2)(C2C=CC=CC=2)C2C=CC=CC=2)[P](C2C=CC=CC=2)(C2C=CC=CC=2)C2C=CC=CC=2)(C2C=CC=CC=2)C2C=CC=CC=2)=CC=1. The product is [C:18]([O:21][CH2:22][C:23]1[C:24]([N:38]2[CH2:50][CH2:49][N:41]3[C:42]4[CH2:43][CH2:44][CH2:45][CH2:46][C:47]=4[CH:48]=[C:40]3[C:39]2=[O:51])=[CH:25][CH:26]=[CH:27][C:28]=1[C:2]1[CH:3]=[C:4]([NH:10][C:11]2[CH:15]=[C:14]([CH2:16][CH3:17])[NH:13][N:12]=2)[C:5](=[O:9])[N:6]([CH3:8])[CH:7]=1)(=[O:20])[CH3:19]. The yield is 0.230.